Dataset: Full USPTO retrosynthesis dataset with 1.9M reactions from patents (1976-2016). Task: Predict the reactants needed to synthesize the given product. (1) The reactants are: [CH2:1]([C:3]1[CH:4]=[C:5]2[C:10](=C[C:12]=1[OH:13])[O:9][CH:8]([C:14]([F:17])([F:16])[F:15])[C:7]([C:18]([OH:20])=[O:19])=[CH:6]2)[CH3:2].S(Cl)([Cl:24])(=O)=O.Cl[CH2:27][Cl:28]. Given the product [Cl:24][C:4]1[C:3]([CH2:1][CH3:2])=[C:12]([OH:13])[C:27]([Cl:28])=[C:10]2[C:5]=1[CH:6]=[C:7]([C:18]([OH:20])=[O:19])[CH:8]([C:14]([F:17])([F:16])[F:15])[O:9]2, predict the reactants needed to synthesize it. (2) Given the product [CH3:17][C:10]([O:9][C:8]1[CH:7]=[CH:6][C:5]([SH:2])=[CH:19][CH:18]=1)([CH3:16])[C:11]([O:13][CH2:14][CH3:15])=[O:12], predict the reactants needed to synthesize it. The reactants are: Cl[S:2]([C:5]1[CH:19]=[CH:18][C:8]([O:9][C:10]([CH3:17])([CH3:16])[C:11]([O:13][CH2:14][CH3:15])=[O:12])=[CH:7][CH:6]=1)(=O)=O.CCO.[Sn].Cl. (3) Given the product [CH3:15][C:12]1[N:11]=[CH:10][C:9]([CH2:8][NH:7][C:5]([C:4]2[CH:3]=[C:2]([C:28]3[CH:29]=[CH:30][CH:31]=[CH:32][C:27]=3[F:26])[CH:18]=[C:17]([C:19]3[CH:24]=[CH:23][C:22]([CH3:25])=[CH:21][N:20]=3)[CH:16]=2)=[O:6])=[CH:14][CH:13]=1, predict the reactants needed to synthesize it. The reactants are: Br[C:2]1[CH:3]=[C:4]([CH:16]=[C:17]([C:19]2[CH:24]=[CH:23][C:22]([CH3:25])=[CH:21][N:20]=2)[CH:18]=1)[C:5]([NH:7][CH2:8][C:9]1[CH:10]=[N:11][C:12]([CH3:15])=[CH:13][CH:14]=1)=[O:6].[F:26][C:27]1[CH:32]=[CH:31][CH:30]=[CH:29][C:28]=1B(O)O.C(=O)([O-])[O-].[Cs+].[Cs+].O.CN(C)C=O.